Dataset: Forward reaction prediction with 1.9M reactions from USPTO patents (1976-2016). Task: Predict the product of the given reaction. (1) Given the reactants [Cl:1][C:2]1[CH:10]=[C:9]([F:11])[C:8]([F:12])=[CH:7][C:3]=1[C:4](O)=[O:5].[H-].[Al+3].[Li+].[H-].[H-].[H-].[Cl-].[NH4+], predict the reaction product. The product is: [Cl:1][C:2]1[CH:10]=[C:9]([F:11])[C:8]([F:12])=[CH:7][C:3]=1[CH2:4][OH:5]. (2) Given the reactants Br[C:2]1[C:3]([F:16])=[C:4]([CH:13]=[CH:14][CH:15]=1)[CH2:5][NH:6][C:7](=[O:12])[C:8]([F:11])([F:10])[F:9].FC1C([C:26]2[CH:31]=[CH:30][N:29]=[CH:28][CH:27]=2)=CC=CC=1CN.FC(F)(F)C(OC(=O)C(F)(F)F)=O, predict the reaction product. The product is: [F:9][C:8]([F:11])([F:10])[C:7]([NH:6][CH2:5][C:4]1[CH:13]=[CH:14][CH:15]=[C:2]([C:26]2[CH:31]=[CH:30][N:29]=[CH:28][CH:27]=2)[C:3]=1[F:16])=[O:12]. (3) Given the reactants [OH:1][C:2]1[CH:25]=[CH:24][C:5]2[NH:6][C:7]([C:9]3[C:21]4[C:20]5[C:15](=[CH:16][CH:17]=[CH:18][CH:19]=5)[C:14](=[N:22]O)[C:13]=4[CH:12]=[CH:11][CH:10]=3)=[N:8][C:4]=2[CH:3]=1.[C:26](O)(=O)[CH3:27].[CH2:30](O)C, predict the reaction product. The product is: [CH:26]([O:1][CH:2]([CH3:3])[CH3:25])([CH3:27])[CH3:30].[OH:1][C:2]1[CH:25]=[CH:24][C:5]2[NH:6][C:7]([C:9]3[C:21]4[C:20]5[C:15](=[CH:16][CH:17]=[CH:18][CH:19]=5)[CH:14]([NH2:22])[C:13]=4[CH:12]=[CH:11][CH:10]=3)=[N:8][C:4]=2[CH:3]=1. (4) The product is: [O:44]=[S:37]1(=[O:45])[C:40]2([CH2:43][N:42]([C:27]([CH:25]3[CH2:24][CH2:23][C:22]4[C:15]5[C:14]([NH:13][C:5]6[CH:6]=[C:7]7[C:11](=[CH:12][C:4]=6[O:3][CH2:1][CH3:2])[NH:10][N:9]=[CH:8]7)=[N:19][CH:18]=[N:17][C:16]=5[S:20][C:21]=4[CH2:26]3)=[O:28])[CH2:41]2)[CH2:39][CH2:38]1. Given the reactants [CH2:1]([O:3][C:4]1[CH:12]=[C:11]2[C:7]([CH:8]=[N:9][NH:10]2)=[CH:6][C:5]=1[NH:13][C:14]1[C:15]2[C:22]3[CH2:23][CH2:24][CH:25]([C:27](O)=[O:28])[CH2:26][C:21]=3[S:20][C:16]=2[N:17]=[CH:18][N:19]=1)[CH3:2].FC(F)(F)C(O)=O.[S:37]1(=[O:45])(=[O:44])[C:40]2([CH2:43][NH:42][CH2:41]2)[CH2:39][CH2:38]1, predict the reaction product. (5) Given the reactants C(N(CC)CC)C.[Br:8][C:9]1[CH:17]=[CH:16][C:12]([C:13](Cl)=[O:14])=[CH:11][CH:10]=1.[CH2:18]([NH:26][CH2:27][C:28]1[CH:37]=[CH:36][C:31]([C:32]([O:34][CH3:35])=[O:33])=[CH:30][CH:29]=1)[CH2:19][C:20]1[CH:25]=[CH:24][CH:23]=[CH:22][CH:21]=1, predict the reaction product. The product is: [Br:8][C:9]1[CH:17]=[CH:16][C:12]([C:13]([N:26]([CH2:27][C:28]2[CH:29]=[CH:30][C:31]([C:32]([O:34][CH3:35])=[O:33])=[CH:36][CH:37]=2)[CH2:18][CH2:19][C:20]2[CH:21]=[CH:22][CH:23]=[CH:24][CH:25]=2)=[O:14])=[CH:11][CH:10]=1.